Dataset: Catalyst prediction with 721,799 reactions and 888 catalyst types from USPTO. Task: Predict which catalyst facilitates the given reaction. Reactant: [OH-].[K+].[F:3][C:4]([F:27])([F:26])[C:5]1[CH:10]=[CH:9][C:8]([CH:11]2[C:20]3[N:19]=[CH:18][CH:17]=[CH:16][C:15]=3[CH2:14][CH2:13][N:12]2C(OCC)=O)=[CH:7][CH:6]=1. Product: [F:27][C:4]([F:3])([F:26])[C:5]1[CH:10]=[CH:9][C:8]([CH:11]2[C:20]3[N:19]=[CH:18][CH:17]=[CH:16][C:15]=3[CH2:14][CH2:13][NH:12]2)=[CH:7][CH:6]=1. The catalyst class is: 14.